This data is from Full USPTO retrosynthesis dataset with 1.9M reactions from patents (1976-2016). The task is: Predict the reactants needed to synthesize the given product. (1) Given the product [CH3:1][O:2][C:3]1[C:13]([C:14]([F:17])([F:15])[F:16])=[CH:12][C:6]2[N:7]([CH2:21][C:22]([O:24][CH2:25][CH3:26])=[O:23])[C:8](=[O:11])[CH2:9][O:10][C:5]=2[CH:4]=1, predict the reactants needed to synthesize it. The reactants are: [CH3:1][O:2][C:3]1[C:13]([C:14]([F:17])([F:16])[F:15])=[CH:12][C:6]2[NH:7][C:8](=[O:11])[CH2:9][O:10][C:5]=2[CH:4]=1.[H-].[Na+].Br[CH2:21][C:22]([O:24][CH2:25][CH3:26])=[O:23].FC(F)(F)C(O)=O. (2) Given the product [CH3:1][C:2]1[C:8]([C:9]([F:10])([F:11])[F:12])=[CH:7][C:6]([N+:13]([O-:15])=[O:14])=[CH:5][C:3]=1[NH2:4], predict the reactants needed to synthesize it. The reactants are: [CH3:1][C:2]1[C:8]([C:9]([F:12])([F:11])[F:10])=[CH:7][CH:6]=[CH:5][C:3]=1[NH2:4].[N+:13]([O-])([OH:15])=[O:14].